This data is from Full USPTO retrosynthesis dataset with 1.9M reactions from patents (1976-2016). The task is: Predict the reactants needed to synthesize the given product. Given the product [OH2:30].[ClH:1].[ClH:1].[F:2][C:3]1[CH:8]=[CH:7][C:6]([C@@H:9]([N:11]2[CH2:16][CH2:15][CH2:14]/[C:13](=[CH:17]\[C:18]3[CH:23]=[CH:22][C:21]([N:24]4[CH:28]=[C:27]([CH3:29])[N:26]=[CH:25]4)=[C:20]([O:30][CH3:31])[CH:19]=3)/[C:12]2=[O:32])[CH3:10])=[CH:5][CH:4]=1, predict the reactants needed to synthesize it. The reactants are: [ClH:1].[F:2][C:3]1[CH:8]=[CH:7][C:6]([C@@H:9]([N:11]2[CH2:16][CH2:15][CH2:14]/[C:13](=[CH:17]\[C:18]3[CH:23]=[CH:22][C:21]([N:24]4[CH:28]=[C:27]([CH3:29])[N:26]=[CH:25]4)=[C:20]([O:30][CH3:31])[CH:19]=3)/[C:12]2=[O:32])[CH3:10])=[CH:5][CH:4]=1.